This data is from Reaction yield outcomes from USPTO patents with 853,638 reactions. The task is: Predict the reaction yield, written as a fraction of the theoretical maximum amount of product (1.0 means a 100% yield; for example, 0.34 means a 34% yield). (1) The catalyst is O1CCOCC1.C(OCC)(=O)C.Cl[Pd](Cl)([P](C1C=CC=CC=1)(C1C=CC=CC=1)C1C=CC=CC=1)[P](C1C=CC=CC=1)(C1C=CC=CC=1)C1C=CC=CC=1. The reactants are [C:1]1([S:7]([N:10]2[C:14]3=[N:15][CH:16]=[C:17]([F:19])[CH:18]=[C:13]3[CH:12]=[C:11]2[C:20](OS(C2C=CC(C)=CC=2)(=O)=O)=[CH:21][CH:22]([CH3:24])[CH3:23])(=[O:9])=[O:8])[CH:6]=[CH:5][CH:4]=[CH:3][CH:2]=1.[CH3:36][O:37][CH2:38][CH2:39][S:40]([C:43]1[CH:48]=[CH:47][C:46](B(O)O)=[CH:45][CH:44]=1)(=[O:42])=[O:41].C(=O)([O-])[O-].[Na+].[Na+]. The product is [C:1]1([S:7]([N:10]2[C:14]3=[N:15][CH:16]=[C:17]([F:19])[CH:18]=[C:13]3[CH:12]=[C:11]2[C:20]([C:46]2[CH:47]=[CH:48][C:43]([S:40]([CH2:39][CH2:38][O:37][CH3:36])(=[O:42])=[O:41])=[CH:44][CH:45]=2)=[CH:21][CH:22]([CH3:24])[CH3:23])(=[O:9])=[O:8])[CH:6]=[CH:5][CH:4]=[CH:3][CH:2]=1. The yield is 0.570. (2) The reactants are [Br:1][C:2]1[C:13]([F:14])=[CH:12][C:5]2[S:6][C:7](C(O)=O)=[CH:8][C:4]=2[CH:3]=1.C1CCN2C(=NCCC2)CC1. The catalyst is CC(N(C)C)=O. The product is [Br:1][C:2]1[C:13]([F:14])=[CH:12][C:5]2[S:6][CH:7]=[CH:8][C:4]=2[CH:3]=1. The yield is 0.550.